From a dataset of Reaction yield outcomes from USPTO patents with 853,638 reactions. Predict the reaction yield, written as a fraction of the theoretical maximum amount of product (1.0 means a 100% yield; for example, 0.34 means a 34% yield). (1) The reactants are C([O:3][CH:4](OCC)[C:5]1[O:13][C:12]2[C:11]([C:14]3[CH:19]=[CH:18][C:17]([O:20][C:21]([F:24])([F:23])[F:22])=[CH:16][CH:15]=3)=[CH:10][N:9]=[CH:8][C:7]=2[CH:6]=1)C.Cl.C(=O)(O)[O-].[Na+]. The catalyst is O1CCCC1. The product is [F:24][C:21]([F:22])([F:23])[O:20][C:17]1[CH:18]=[CH:19][C:14]([C:11]2[C:12]3[O:13][C:5]([CH:4]=[O:3])=[CH:6][C:7]=3[CH:8]=[N:9][CH:10]=2)=[CH:15][CH:16]=1. The yield is 0.900. (2) The reactants are [Cl:1][C:2]1[CH:32]=[CH:31][C:5]([CH2:6][CH2:7][NH:8][C:9]([C:11]2[CH:30]=[CH:29][C:14]([O:15][C:16]3[CH:21]=[CH:20][C:19]([CH2:22][C:23]([O:25][CH2:26][CH3:27])=[O:24])=[CH:18][C:17]=3Br)=[CH:13][CH:12]=2)=[O:10])=[CH:4][CH:3]=1.C([O-])([O-])=O.[K+].[K+].[CH3:39][S:40]([C:43]1[CH:48]=[CH:47][C:46](B(O)O)=[CH:45][CH:44]=1)(=[O:42])=[O:41]. The catalyst is O1CCOCC1.O.C1C=CC([P]([Pd]([P](C2C=CC=CC=2)(C2C=CC=CC=2)C2C=CC=CC=2)([P](C2C=CC=CC=2)(C2C=CC=CC=2)C2C=CC=CC=2)[P](C2C=CC=CC=2)(C2C=CC=CC=2)C2C=CC=CC=2)(C2C=CC=CC=2)C2C=CC=CC=2)=CC=1. The product is [Cl:1][C:2]1[CH:32]=[CH:31][C:5]([CH2:6][CH2:7][NH:8][C:9]([C:11]2[CH:30]=[CH:29][C:14]([O:15][C:16]3[C:17]([C:46]4[CH:47]=[CH:48][C:43]([S:40]([CH3:39])(=[O:42])=[O:41])=[CH:44][CH:45]=4)=[CH:18][C:19]([CH2:22][C:23]([O:25][CH2:26][CH3:27])=[O:24])=[CH:20][CH:21]=3)=[CH:13][CH:12]=2)=[O:10])=[CH:4][CH:3]=1. The yield is 0.440.